From a dataset of Catalyst prediction with 721,799 reactions and 888 catalyst types from USPTO. Predict which catalyst facilitates the given reaction. The catalyst class is: 2. Product: [Br:28][C:29]1[CH:30]=[C:31]([CH:39]([CH2:43][CH:44]2[CH2:48][CH2:47][CH2:46][CH2:45]2)[C:40]([NH:49][C:50]2[CH:55]=[CH:54][CH:53]=[CH:52][N:51]=2)=[O:42])[CH:32]=[CH:33][C:34]=1[S:35]([CH3:38])(=[O:36])=[O:37]. Reactant: C1(P(C2C=CC=CC=2)C2C=CC=CC=2)C=CC=CC=1.BrN1C(=O)CCC1=O.[Br:28][C:29]1[CH:30]=[C:31]([CH:39]([CH2:43][CH:44]2[CH2:48][CH2:47][CH2:46][CH2:45]2)[C:40]([OH:42])=O)[CH:32]=[CH:33][C:34]=1[S:35]([CH3:38])(=[O:37])=[O:36].[NH2:49][C:50]1[CH:55]=[CH:54][CH:53]=[CH:52][N:51]=1.